This data is from Catalyst prediction with 721,799 reactions and 888 catalyst types from USPTO. The task is: Predict which catalyst facilitates the given reaction. Reactant: Cl.[N:2]1([CH:8]2[CH2:13][CH2:12][N:11]([C:14]([Cl:16])=[O:15])[CH2:10][CH2:9]2)[CH2:7][CH2:6][CH2:5][CH2:4][CH2:3]1.C([O-])([O-])=O.[K+].[K+]. Product: [N:2]1([CH:8]2[CH2:9][CH2:10][N:11]([C:14]([Cl:16])=[O:15])[CH2:12][CH2:13]2)[CH2:3][CH2:4][CH2:5][CH2:6][CH2:7]1. The catalyst class is: 2.